This data is from Forward reaction prediction with 1.9M reactions from USPTO patents (1976-2016). The task is: Predict the product of the given reaction. (1) Given the reactants CN([CH:4]=[O:5])C.P(Cl)(Cl)(Cl)=O.[Br:11][C:12]1[CH:13]=[C:14]([C:18]2[C:19]([C:27]3[CH:32]=[CH:31][CH:30]=[CH:29][CH:28]=3)=[C:20]([C:23]([O:25][CH3:26])=[O:24])[NH:21][CH:22]=2)[CH:15]=[CH:16][CH:17]=1.O, predict the reaction product. The product is: [Br:11][C:12]1[CH:13]=[C:14]([C:18]2[C:19]([C:27]3[CH:32]=[CH:31][CH:30]=[CH:29][CH:28]=3)=[C:20]([C:23]([O:25][CH3:26])=[O:24])[NH:21][C:22]=2[CH:4]=[O:5])[CH:15]=[CH:16][CH:17]=1. (2) Given the reactants Br[C:2]1[CH:3]=[N:4][C:5]([N:8]2[CH2:13][CH2:12][CH:11]([C:14]3[C:23]([CH:24]([F:35])[C:25]4[CH:30]=[CH:29][C:28]([C:31]([F:34])([F:33])[F:32])=[CH:27][CH:26]=4)=[C:22]([CH:36]4[CH2:41][CH2:40][C:39]([F:43])([F:42])[CH2:38][CH2:37]4)[C:21]4[CH:20]([O:44][CH2:45][C:46]5[CH:51]=[CH:50][C:49]([O:52][CH3:53])=[CH:48][CH:47]=5)[CH2:19][C:18]([CH3:55])([CH3:54])[CH2:17][C:16]=4[N:15]=3)[CH2:10][CH2:9]2)=[N:6][CH:7]=1.[NH:56]1[CH2:61][CH2:60][O:59][CH2:58][CH2:57]1.C(O[Na])(C)(C)C.C1(P(C2CCCCC2)C2C=CC=CC=2C2C(C(C)C)=CC(C(C)C)=CC=2C(C)C)CCCCC1, predict the reaction product. The product is: [F:42][C:39]1([F:43])[CH2:40][CH2:41][CH:36]([C:22]2[C:21]3[CH:20]([O:44][CH2:45][C:46]4[CH:47]=[CH:48][C:49]([O:52][CH3:53])=[CH:50][CH:51]=4)[CH2:19][C:18]([CH3:54])([CH3:55])[CH2:17][C:16]=3[N:15]=[C:14]([CH:11]3[CH2:10][CH2:9][N:8]([C:5]4[N:4]=[CH:3][C:2]([N:56]5[CH2:61][CH2:60][O:59][CH2:58][CH2:57]5)=[CH:7][N:6]=4)[CH2:13][CH2:12]3)[C:23]=2[CH:24]([F:35])[C:25]2[CH:26]=[CH:27][C:28]([C:31]([F:33])([F:32])[F:34])=[CH:29][CH:30]=2)[CH2:37][CH2:38]1. (3) Given the reactants F[C:2]1[CH:3]=[C:4]([C:9]2[O:13][N:12]=[C:11]([C:14]([N:16]3[CH2:21][C@H:20]([CH2:22][CH:23]([CH3:25])[CH3:24])[NH:19][C:18](=[O:26])[C@@H:17]3[CH2:27][CH:28]([CH3:30])[CH3:29])=[O:15])[CH:10]=2)[CH:5]=[CH:6][C:7]=1F.C([C@@H]1NC[C@H](CC(C)C)N[C:36]1=[O:45])C(C)C.COC1C=CC(C2ON=C(C(O)=O)C=2)=CC=1, predict the reaction product. The product is: [CH2:27]([C@@H:17]1[N:16]([C:14]([C:11]2[CH:10]=[C:9]([C:4]3[CH:5]=[CH:6][C:7]([O:45][CH3:36])=[CH:2][CH:3]=3)[O:13][N:12]=2)=[O:15])[CH2:21][C@H:20]([CH2:22][CH:23]([CH3:25])[CH3:24])[NH:19][C:18]1=[O:26])[CH:28]([CH3:30])[CH3:29]. (4) Given the reactants [CH3:1][C:2]([CH3:56])([CH2:10][C:11]([O:13][C@H:14]1[CH2:31][CH2:30][C@@:29]2([CH3:32])[C@@H:16]([CH2:17][CH2:18][C@:19]3([CH3:53])[C@@H:28]2[CH2:27][CH2:26][C@H:25]2[C@@:20]3([CH3:52])[CH2:21][CH2:22][C@@:23]3(/[CH:40]=[CH:41]/[C:42]([NH:44][C:45]4[CH:50]=[CH:49][C:48]([Cl:51])=[CH:47][CH:46]=4)=[O:43])[CH2:35][C:34](=[O:36])[C:33]([CH:37]([CH3:39])[CH3:38])=[C:24]32)[C:15]1([CH3:55])[CH3:54])=[O:12])[C:3]([O:5]C(C)(C)C)=[O:4].[C:57]([OH:63])([C:59]([F:62])([F:61])[F:60])=[O:58].CC#N, predict the reaction product. The product is: [C:57]([OH:63])([C:59]([F:62])([F:61])[F:60])=[O:58].[OH2:4].[Cl:51][C:48]1[CH:49]=[CH:50][C:45]([NH:44][C:42](=[O:43])/[CH:41]=[CH:40]/[C@:23]23[CH2:35][C:34](=[O:36])[C:33]([CH:37]([CH3:38])[CH3:39])=[C:24]2[C@@H:25]2[C@@:20]([CH3:52])([CH2:21][CH2:22]3)[C@@:19]3([CH3:53])[C@@H:28]([C@:29]4([CH3:32])[C@@H:16]([CH2:17][CH2:18]3)[C:15]([CH3:54])([CH3:55])[C@@H:14]([O:13][C:11](=[O:12])[CH2:10][C:2]([CH3:1])([CH3:56])[C:3]([OH:5])=[O:4])[CH2:31][CH2:30]4)[CH2:27][CH2:26]2)=[CH:46][CH:47]=1. (5) Given the reactants Br[C:2]1[CH:3]=[C:4]2[C:9](=[CH:10][C:11]=1[Cl:12])[N:8]=[CH:7][N:6]=[C:5]2[N:13]1[CH2:18][CH2:17][N:16]([C:19]([O:21][C:22]([CH3:25])([CH3:24])[CH3:23])=[O:20])[CH:15]([C:26](=[O:28])[NH2:27])[CH2:14]1.[CH3:29][N:30](C=O)C, predict the reaction product. The product is: [C:22]([O:21][C:19]([N:16]1[CH2:17][CH2:18][N:13]([C:5]2[C:4]3[C:9](=[CH:10][C:11]([Cl:12])=[C:2]([C:29]#[N:30])[CH:3]=3)[N:8]=[CH:7][N:6]=2)[CH2:14][CH:15]1[C:26](=[O:28])[NH2:27])=[O:20])([CH3:24])([CH3:23])[CH3:25]. (6) Given the reactants [F:1][C:2]1[CH:16]=[C:15](B2OC(C)(C)C(C)(C)O2)[C:14]([CH2:26][CH3:27])=[CH:13][C:3]=1[O:4][CH2:5][O:6][CH2:7][CH2:8][Si:9]([CH3:12])([CH3:11])[CH3:10].Cl[C:29]1[N:34]=[CH:33][C:32]2[CH:35]=[N:36][N:37]([CH:38]3[CH2:43][CH2:42][CH2:41][CH2:40][O:39]3)[C:31]=2[CH:30]=1, predict the reaction product. The product is: [CH2:26]([C:14]1[CH:13]=[C:3]([O:4][CH2:5][O:6][CH2:7][CH2:8][Si:9]([CH3:10])([CH3:11])[CH3:12])[C:2]([F:1])=[CH:16][C:15]=1[C:29]1[N:34]=[CH:33][C:32]2[CH:35]=[N:36][N:37]([CH:38]3[CH2:43][CH2:42][CH2:41][CH2:40][O:39]3)[C:31]=2[CH:30]=1)[CH3:27].